This data is from Catalyst prediction with 721,799 reactions and 888 catalyst types from USPTO. The task is: Predict which catalyst facilitates the given reaction. (1) Reactant: Br[CH2:2][CH2:3][O:4][C:5]1[CH:6]=[CH:7][C:8]([C:17]2[NH:26][C:25](=[O:27])[C:24]3[C:19](=[CH:20][C:21]([O:30][CH3:31])=[CH:22][C:23]=3[O:28][CH3:29])[N:18]=2)=[N:9][C:10]=1[C:11]1[CH:16]=[CH:15][CH:14]=[CH:13][CH:12]=1.[CH:32]([NH2:35])([CH3:34])[CH3:33]. Product: [CH:32]([NH:35][CH2:2][CH2:3][O:4][C:5]1[CH:6]=[CH:7][C:8]([C:17]2[NH:26][C:25](=[O:27])[C:24]3[C:19](=[CH:20][C:21]([O:30][CH3:31])=[CH:22][C:23]=3[O:28][CH3:29])[N:18]=2)=[N:9][C:10]=1[C:11]1[CH:16]=[CH:15][CH:14]=[CH:13][CH:12]=1)([CH3:34])[CH3:33]. The catalyst class is: 3. (2) Reactant: [CH2:1]([O:8][C:9]1[C:13]([C:14]([O:16]CC)=[O:15])=[C:12]([Br:19])[N:11]([CH:20]([CH3:22])[CH3:21])[N:10]=1)[C:2]1[CH:7]=[CH:6][CH:5]=[CH:4][CH:3]=1.[OH-].[Na+].Cl. Product: [CH2:1]([O:8][C:9]1[C:13]([C:14]([OH:16])=[O:15])=[C:12]([Br:19])[N:11]([CH:20]([CH3:22])[CH3:21])[N:10]=1)[C:2]1[CH:3]=[CH:4][CH:5]=[CH:6][CH:7]=1. The catalyst class is: 12.